This data is from Forward reaction prediction with 1.9M reactions from USPTO patents (1976-2016). The task is: Predict the product of the given reaction. Given the reactants [NH2:1][C:2]1[C:7]([C:8]([F:11])([F:10])[F:9])=[CH:6][CH:5]=[CH:4][C:3]=1[C:12]([C:14]1[CH:19]=[CH:18][CH:17]=[C:16]([OH:20])[CH:15]=1)=O.[CH:21](=O)[CH2:22][CH3:23], predict the reaction product. The product is: [CH3:23][C:22]1[CH:21]=[N:1][C:2]2[C:3]([C:12]=1[C:14]1[CH:15]=[C:16]([OH:20])[CH:17]=[CH:18][CH:19]=1)=[CH:4][CH:5]=[CH:6][C:7]=2[C:8]([F:11])([F:10])[F:9].